This data is from CYP1A2 inhibition data for predicting drug metabolism from PubChem BioAssay. The task is: Regression/Classification. Given a drug SMILES string, predict its absorption, distribution, metabolism, or excretion properties. Task type varies by dataset: regression for continuous measurements (e.g., permeability, clearance, half-life) or binary classification for categorical outcomes (e.g., BBB penetration, CYP inhibition). Dataset: cyp1a2_veith. (1) The drug is COc1cccc(-c2ccc3ncnc(NCc4cccnc4)c3c2)c1. The result is 1 (inhibitor). (2) The molecule is COc1ccc(N2CCN(Cc3nc4c(c(=O)[nH]c(=O)n4C)n3CCCc3ccccc3)CC2)cc1. The result is 0 (non-inhibitor).